From a dataset of Full USPTO retrosynthesis dataset with 1.9M reactions from patents (1976-2016). Predict the reactants needed to synthesize the given product. (1) Given the product [CH2:14]([O:5][C:4](=[O:6])[C:3]1[CH:7]=[CH:8][C:9]([N+:11]([O-:13])=[O:12])=[CH:10][C:2]=1[OH:1])[CH3:15], predict the reactants needed to synthesize it. The reactants are: [OH:1][C:2]1[CH:10]=[C:9]([N+:11]([O-:13])=[O:12])[CH:8]=[CH:7][C:3]=1[C:4]([OH:6])=[O:5].[CH2:14](O)[CH3:15]. (2) Given the product [Br:8][C:5]1[CH:6]=[CH:7][C:2]([C:18]2[C:17]([CH:15]=[O:16])=[CH:22][C:21]([O:23][CH3:24])=[CH:20][CH:19]=2)=[CH:3][CH:4]=1, predict the reactants needed to synthesize it. The reactants are: Br[C:2]1[CH:7]=[CH:6][C:5]([Br:8])=[CH:4][CH:3]=1.C(=O)([O-])[O-].[K+].[K+].[CH:15]([C:17]1[CH:22]=[C:21]([O:23][CH3:24])[CH:20]=[CH:19][C:18]=1B(O)O)=[O:16]. (3) Given the product [C:13]([C:5]1[CH:4]=[C:3]([CH:8]=[CH:7][CH:6]=1)[C:1]#[N:2])([CH3:15])=[CH2:14], predict the reactants needed to synthesize it. The reactants are: [C:1]([C:3]1[CH:4]=[C:5](B(O)O)[CH:6]=[CH:7][CH:8]=1)#[N:2].Br[C:13]([CH3:15])=[CH2:14].C(=O)([O-])[O-].[Na+].[Na+]. (4) Given the product [F:15][C:4]1[CH:5]=[C:6]2[C:10](=[C:2]([C:19]3[CH:20]=[CH:21][N:16]=[CH:17][CH:18]=3)[CH:3]=1)[NH:9][C:8]([C:11]([NH2:13])=[O:12])=[C:7]2[CH3:14], predict the reactants needed to synthesize it. The reactants are: Br[C:2]1[CH:3]=[C:4]([F:15])[CH:5]=[C:6]2[C:10]=1[NH:9][C:8]([C:11]([NH2:13])=[O:12])=[C:7]2[CH3:14].[N:16]1[CH:21]=[CH:20][C:19](B(O)O)=[CH:18][CH:17]=1.